This data is from Forward reaction prediction with 1.9M reactions from USPTO patents (1976-2016). The task is: Predict the product of the given reaction. (1) The product is: [CH2:3]([O:9][C:10]1[CH:15]=[CH:14][C:13]([N:16]2[CH2:21][CH2:20][N:19]([C:28]3[CH:38]=[CH:37][C:31]([C:32]([O:34][CH2:35][CH3:36])=[O:33])=[CH:30][CH:29]=3)[CH2:18][CH2:17]2)=[CH:12][CH:11]=1)[CH2:4][CH2:5][CH2:6][CH2:7][CH3:8]. Given the reactants Cl.Cl.[CH2:3]([O:9][C:10]1[CH:15]=[CH:14][C:13]([N:16]2[CH2:21][CH2:20][NH:19][CH2:18][CH2:17]2)=[CH:12][CH:11]=1)[CH2:4][CH2:5][CH2:6][CH2:7][CH3:8].C(=O)(O)[O-].[K+].F[C:28]1[CH:38]=[CH:37][C:31]([C:32]([O:34][CH2:35][CH3:36])=[O:33])=[CH:30][CH:29]=1.O, predict the reaction product. (2) Given the reactants C([O:8][C:9]1[CH:14]=[CH:13][C:12]([C:15](=[O:21])[CH:16](OCC)O)=[CH:11][C:10]=1[NH:22][S:23]([CH3:26])(=[O:25])=[O:24])C1C=CC=CC=1.Cl.[F:28][C:29]1[CH:41]=[CH:40][C:32]([CH2:33][C:34]2([NH2:39])[CH2:38][CH2:37][CH2:36][CH2:35]2)=[CH:31][CH:30]=1.Cl, predict the reaction product. The product is: [F:28][C:29]1[CH:30]=[CH:31][C:32]([CH2:33][C:34]2([NH:39][CH2:16][CH:15]([C:12]3[CH:13]=[CH:14][C:9]([OH:8])=[C:10]([NH:22][S:23]([CH3:26])(=[O:24])=[O:25])[CH:11]=3)[OH:21])[CH2:38][CH2:37][CH2:36][CH2:35]2)=[CH:40][CH:41]=1. (3) Given the reactants [NH:1]1[C:9]2[C:4](=[CH:5][C:6](B(O)O)=[CH:7][CH:8]=2)[CH:3]=[N:2]1.[NH2:13][C:14]1[C:23]2[C:18](=[C:19](Br)[C:20]([CH3:25])=[CH:21][C:22]=2[F:24])[N:17]=[N:16][C:15]=1[C:27]([NH2:29])=[O:28], predict the reaction product. The product is: [NH2:13][C:14]1[C:23]2[C:18](=[C:19]([C:6]3[CH:5]=[C:4]4[C:9](=[CH:8][CH:7]=3)[NH:1][N:2]=[CH:3]4)[C:20]([CH3:25])=[CH:21][C:22]=2[F:24])[N:17]=[N:16][C:15]=1[C:27]([NH2:29])=[O:28].